Dataset: Catalyst prediction with 721,799 reactions and 888 catalyst types from USPTO. Task: Predict which catalyst facilitates the given reaction. (1) Reactant: [F:1][C:2]1[CH:3]=[CH:4][C:5]([N+:9]([O-:11])=[O:10])=[C:6]([OH:8])[CH:7]=1.[CH2:12](Br)[C:13]1[CH:18]=[CH:17][CH:16]=[CH:15][CH:14]=1.C([O-])([O-])=O.[K+].[K+]. Product: [CH2:12]([O:8][C:6]1[CH:7]=[C:2]([F:1])[CH:3]=[CH:4][C:5]=1[N+:9]([O-:11])=[O:10])[C:13]1[CH:18]=[CH:17][CH:16]=[CH:15][CH:14]=1. The catalyst class is: 3. (2) Reactant: [NH2:1][C:2]1[CH:3]=[C:4]([CH:13]=[CH:14][CH:15]=1)[C:5]([C:7]1[CH:12]=[CH:11][CH:10]=[CH:9][CH:8]=1)=[O:6].[N:16]#[C:17][NH2:18].[N+:19]([O-:22])([OH:21])=[O:20].CCOCC. The catalyst class is: 8. Product: [N+:19]([O-:22])([O-:21])=[O:20].[C:5]([C:4]1[CH:3]=[C:2]([NH:1][C:17]([NH2:18])=[NH2+:16])[CH:15]=[CH:14][CH:13]=1)(=[O:6])[C:7]1[CH:12]=[CH:11][CH:10]=[CH:9][CH:8]=1. (3) Reactant: [N:1]1[C:2]([CH2:10][N:11]([CH3:22])[C@@H:12]2[C:21]3[N:20]=[CH:19][CH:18]=[CH:17][C:16]=3[CH2:15][CH2:14][CH2:13]2)=[CH:3][N:4]2[CH:9]=[CH:8][CH:7]=[CH:6][C:5]=12.[NH:23]1[CH2:28][CH2:27][O:26][CH2:25][CH2:24]1.[CH2:29]=O. Product: [CH3:22][N:11]([CH2:10][C:2]1[N:1]=[C:5]2[CH:6]=[CH:7][CH:8]=[CH:9][N:4]2[C:3]=1[CH2:29][N:23]1[CH2:28][CH2:27][O:26][CH2:25][CH2:24]1)[C@@H:12]1[C:21]2[N:20]=[CH:19][CH:18]=[CH:17][C:16]=2[CH2:15][CH2:14][CH2:13]1. The catalyst class is: 15. (4) Reactant: [CH3:1][O:2][C:3](=[O:22])[C@H:4]([OH:21])[CH2:5][NH:6][C:7]1[CH:8]=[C:9]2[C:13](=[CH:14][CH:15]=1)[N:12]([CH:16]([CH3:19])[CH2:17][F:18])[C:11](=[O:20])[CH2:10]2.[C:23](OCC)(=[O:25])C. Product: [CH3:1][O:2][C:3]([C@@H:4]1[O:21][C:23](=[O:25])[N:6]([C:7]2[CH:8]=[C:9]3[C:13](=[CH:14][CH:15]=2)[N:12]([CH:16]([CH3:19])[CH2:17][F:18])[C:11](=[O:20])[CH2:10]3)[CH2:5]1)=[O:22]. The catalyst class is: 10. (5) Reactant: Br[C:2]1[CH:3]=[C:4]([F:22])[C:5]([C:8]2([F:21])[CH2:13][CH2:12][N:11]([C:14]([O:16][C:17]([CH3:20])([CH3:19])[CH3:18])=[O:15])[CH2:10][CH2:9]2)=[N:6][CH:7]=1.[Cl-].[Li+].[CH:25]([Mg]Cl)([CH3:27])[CH3:26].C(Br)C=C. Product: [CH2:27]([C:2]1[CH:3]=[C:4]([F:22])[C:5]([C:8]2([F:21])[CH2:13][CH2:12][N:11]([C:14]([O:16][C:17]([CH3:20])([CH3:19])[CH3:18])=[O:15])[CH2:10][CH2:9]2)=[N:6][CH:7]=1)[CH:25]=[CH2:26]. The catalyst class is: 356.